Dataset: Reaction yield outcomes from USPTO patents with 853,638 reactions. Task: Predict the reaction yield, written as a fraction of the theoretical maximum amount of product (1.0 means a 100% yield; for example, 0.34 means a 34% yield). (1) The reactants are [CH3:1][O:2][C:3]1[CH:4]=[C:5]2[C:10](=[CH:11][C:12]=1[O:13][CH3:14])[N:9]=[CH:8][CH:7]=[C:6]2[O:15][C:16]1[CH:22]=[CH:21][C:19]([NH2:20])=[C:18]([CH3:23])[C:17]=1[CH3:24].C1(C)C=CC=CC=1.C(N(CC)CC)C.ClC(Cl)(O[C:43](=[O:49])[O:44][C:45](Cl)(Cl)Cl)Cl.[F:51][C:52]1[CH:61]=[CH:60][CH:59]=[CH:58][C:53]=1[O:54][CH2:55]CO. The catalyst is C(Cl)Cl. The product is [CH3:1][O:2][C:3]1[CH:4]=[C:5]2[C:10](=[CH:11][C:12]=1[O:13][CH3:14])[N:9]=[CH:8][CH:7]=[C:6]2[O:15][C:16]1[CH:22]=[CH:21][C:19]([NH:20][C:43](=[O:49])[O:44][CH2:45][CH2:55][O:54][C:53]2[CH:58]=[CH:59][CH:60]=[CH:61][C:52]=2[F:51])=[C:18]([CH3:23])[C:17]=1[CH3:24]. The yield is 0.470. (2) The reactants are [N:1]12[CH2:8][CH2:7][C:4]([C:9]([C:17]3[CH:22]=[CH:21][CH:20]=[CH:19][CH:18]=3)([C:11]3[CH:16]=[CH:15][CH:14]=[CH:13][CH:12]=3)[OH:10])([CH2:5][CH2:6]1)[CH2:3][CH2:2]2.[Br:23][CH2:24][CH2:25][O:26][CH2:27][CH2:28][O:29][CH3:30]. The catalyst is CC#N. The product is [Br-:23].[OH:10][C:9]([C:17]1[CH:22]=[CH:21][CH:20]=[CH:19][CH:18]=1)([C:11]1[CH:12]=[CH:13][CH:14]=[CH:15][CH:16]=1)[C:4]12[CH2:5][CH2:6][N+:1]([CH2:24][CH2:25][O:26][CH2:27][CH2:28][O:29][CH3:30])([CH2:2][CH2:3]1)[CH2:8][CH2:7]2. The yield is 0.788.